From a dataset of NCI-60 drug combinations with 297,098 pairs across 59 cell lines. Regression. Given two drug SMILES strings and cell line genomic features, predict the synergy score measuring deviation from expected non-interaction effect. Drug 1: CC12CCC3C(C1CCC2=O)CC(=C)C4=CC(=O)C=CC34C. Drug 2: CCC1(CC2CC(C3=C(CCN(C2)C1)C4=CC=CC=C4N3)(C5=C(C=C6C(=C5)C78CCN9C7C(C=CC9)(C(C(C8N6C)(C(=O)OC)O)OC(=O)C)CC)OC)C(=O)OC)O.OS(=O)(=O)O. Cell line: CAKI-1. Synergy scores: CSS=44.6, Synergy_ZIP=-8.76, Synergy_Bliss=-8.08, Synergy_Loewe=-22.1, Synergy_HSA=-4.57.